Dataset: NCI-60 drug combinations with 297,098 pairs across 59 cell lines. Task: Regression. Given two drug SMILES strings and cell line genomic features, predict the synergy score measuring deviation from expected non-interaction effect. (1) Drug 1: CCN(CC)CCNC(=O)C1=C(NC(=C1C)C=C2C3=C(C=CC(=C3)F)NC2=O)C. Drug 2: CNC(=O)C1=NC=CC(=C1)OC2=CC=C(C=C2)NC(=O)NC3=CC(=C(C=C3)Cl)C(F)(F)F. Cell line: UACC-257. Synergy scores: CSS=7.03, Synergy_ZIP=-2.72, Synergy_Bliss=0.453, Synergy_Loewe=5.35, Synergy_HSA=-0.441. (2) Drug 1: CN1CCC(CC1)COC2=C(C=C3C(=C2)N=CN=C3NC4=C(C=C(C=C4)Br)F)OC. Drug 2: C1CN(P(=O)(OC1)NCCCl)CCCl. Cell line: MALME-3M. Synergy scores: CSS=1.37, Synergy_ZIP=-0.954, Synergy_Bliss=-2.23, Synergy_Loewe=-6.39, Synergy_HSA=-2.90. (3) Drug 1: CN(C(=O)NC(C=O)C(C(C(CO)O)O)O)N=O. Drug 2: CC(C)CN1C=NC2=C1C3=CC=CC=C3N=C2N. Cell line: OVCAR-8. Synergy scores: CSS=5.22, Synergy_ZIP=-2.32, Synergy_Bliss=-1.88, Synergy_Loewe=0.439, Synergy_HSA=0.216. (4) Drug 1: CCCS(=O)(=O)NC1=C(C(=C(C=C1)F)C(=O)C2=CNC3=C2C=C(C=N3)C4=CC=C(C=C4)Cl)F. Drug 2: CC(CN1CC(=O)NC(=O)C1)N2CC(=O)NC(=O)C2. Cell line: LOX IMVI. Synergy scores: CSS=57.8, Synergy_ZIP=6.14, Synergy_Bliss=7.65, Synergy_Loewe=12.0, Synergy_HSA=14.3. (5) Drug 1: C1C(C(OC1N2C=NC3=C(N=C(N=C32)Cl)N)CO)O. Synergy scores: CSS=57.1, Synergy_ZIP=-1.07, Synergy_Bliss=-1.28, Synergy_Loewe=-4.07, Synergy_HSA=-0.118. Drug 2: CCCCC(=O)OCC(=O)C1(CC(C2=C(C1)C(=C3C(=C2O)C(=O)C4=C(C3=O)C=CC=C4OC)O)OC5CC(C(C(O5)C)O)NC(=O)C(F)(F)F)O. Cell line: A549. (6) Drug 1: CC1=C(C(=CC=C1)Cl)NC(=O)C2=CN=C(S2)NC3=CC(=NC(=N3)C)N4CCN(CC4)CCO. Drug 2: C1CCC(C(C1)N)N.C(=O)(C(=O)[O-])[O-].[Pt+4]. Cell line: UACC62. Synergy scores: CSS=24.6, Synergy_ZIP=-8.61, Synergy_Bliss=0.478, Synergy_Loewe=1.58, Synergy_HSA=1.99. (7) Drug 1: CC1=CC=C(C=C1)C2=CC(=NN2C3=CC=C(C=C3)S(=O)(=O)N)C(F)(F)F. Drug 2: CC1CCCC2(C(O2)CC(NC(=O)CC(C(C(=O)C(C1O)C)(C)C)O)C(=CC3=CSC(=N3)C)C)C. Cell line: MOLT-4. Synergy scores: CSS=64.6, Synergy_ZIP=9.32, Synergy_Bliss=11.3, Synergy_Loewe=-41.9, Synergy_HSA=2.26. (8) Drug 1: C1=NC(=NC(=O)N1C2C(C(C(O2)CO)O)O)N. Drug 2: N.N.Cl[Pt+2]Cl. Cell line: SN12C. Synergy scores: CSS=35.0, Synergy_ZIP=-5.18, Synergy_Bliss=3.46, Synergy_Loewe=0.861, Synergy_HSA=1.55. (9) Drug 1: C1CC(=O)NC(=O)C1N2CC3=C(C2=O)C=CC=C3N. Drug 2: CC1=C(C(=O)C2=C(C1=O)N3CC4C(C3(C2COC(=O)N)OC)N4)N. Cell line: NCIH23. Synergy scores: CSS=43.3, Synergy_ZIP=0.445, Synergy_Bliss=-1.11, Synergy_Loewe=-15.5, Synergy_HSA=-0.0434. (10) Drug 1: C1CCC(CC1)NC(=O)N(CCCl)N=O. Drug 2: C1CCC(C(C1)N)N.C(=O)(C(=O)[O-])[O-].[Pt+4]. Cell line: IGROV1. Synergy scores: CSS=33.6, Synergy_ZIP=-8.28, Synergy_Bliss=-3.43, Synergy_Loewe=-2.65, Synergy_HSA=0.316.